Dataset: Reaction yield outcomes from USPTO patents with 853,638 reactions. Task: Predict the reaction yield, written as a fraction of the theoretical maximum amount of product (1.0 means a 100% yield; for example, 0.34 means a 34% yield). (1) The reactants are C([Li])[CH2:2][CH2:3][CH3:4].C(NC(C)C)(C)C.[Cl:13][C:14]1[CH:19]=[C:18]([Cl:20])[CH:17]=[CH:16][N:15]=1.C1C[O:24][CH2:23]C1. The catalyst is CCCCCC. The product is [Cl:13][C:14]1[C:19]([CH:23]([OH:24])[CH:3]([CH3:2])[CH3:4])=[C:18]([Cl:20])[CH:17]=[CH:16][N:15]=1. The yield is 0.990. (2) The reactants are [CH3:1][NH2:2].Cl[C:4]1[CH:9]=[CH:8][C:7]([N+:10]([O-:12])=[O:11])=[CH:6][N:5]=1. The catalyst is ClCCl. The product is [CH3:1][NH:2][C:4]1[CH:9]=[CH:8][C:7]([N+:10]([O-:12])=[O:11])=[CH:6][N:5]=1. The yield is 0.800. (3) The product is [CH3:1][N:2]1[C:6]2[C:7]([O:30][C@@H:31]([C@H:33]3[CH2:34][NH:35][C:36](=[O:38])[CH2:37]3)[CH3:32])=[N:8][C:9]([C:11]3[CH:16]=[N:15][C:14]([N:17]4[CH2:22][CH2:21][NH:20][CH2:19][CH2:18]4)=[CH:13][CH:12]=3)=[CH:10][C:5]=2[N:4]=[CH:3]1. The reactants are [CH3:1][N:2]1[C:6]2[C:7]([O:30][C@@H:31]([C@@H:33]3[CH2:37][C:36](=[O:38])[NH:35][CH2:34]3)[CH3:32])=[N:8][C:9]([C:11]3[CH:12]=[CH:13][C:14]([N:17]4[CH2:22][CH2:21][N:20](C(OC(C)(C)C)=O)[CH2:19][CH2:18]4)=[N:15][CH:16]=3)=[CH:10][C:5]=2[N:4]=[CH:3]1. The yield is 0.800. The catalyst is C(O)(C(F)(F)F)=O. (4) The yield is 0.310. The product is [NH2:1][C@H:4]1[CH2:9][CH2:8][C@H:7]([NH:10][C:11]([O:13][C:14]([CH3:17])([CH3:16])[CH3:15])=[O:12])[CH:6]=[CH:5]1. The catalyst is C1COCC1.O. The reactants are [N:1]([C@H:4]1[CH2:9][CH2:8][C@H:7]([NH:10][C:11]([O:13][C:14]([CH3:17])([CH3:16])[CH3:15])=[O:12])[CH:6]=[CH:5]1)=[N+]=[N-].C1(P(C2C=CC=CC=2)C2C=CC=CC=2)C=CC=CC=1. (5) The yield is 0.760. The product is [C:28]([N:25]1[CH2:24][CH2:23][N:22]([C:19]2[CH:18]=[N:17][C:16]([CH2:15][CH2:14][C:11]3[CH:10]=[CH:9][C:8]([CH2:7][CH2:6][N:31]=[N+:32]=[N-:33])=[CH:13][CH:12]=3)=[CH:21][CH:20]=2)[CH2:27][CH2:26]1)(=[O:30])[CH3:29]. The reactants are CS(O[CH2:6][CH2:7][C:8]1[CH:13]=[CH:12][C:11]([CH2:14][CH2:15][C:16]2[CH:21]=[CH:20][C:19]([N:22]3[CH2:27][CH2:26][N:25]([C:28](=[O:30])[CH3:29])[CH2:24][CH2:23]3)=[CH:18][N:17]=2)=[CH:10][CH:9]=1)(=O)=O.[N-:31]=[N+:32]=[N-:33].[Na+].O. The catalyst is CN(C)C=O. (6) The reactants are [Br:1][C:2]1[CH:3]=[CH:4][C:5]([NH:8][C:9]([O:11][C:12]([CH3:15])([CH3:14])[CH3:13])=[O:10])=[N:6][CH:7]=1.[H-].[Na+].Br[CH2:19][C:20]([O:22][CH3:23])=[O:21]. The catalyst is CN(C=O)C. The product is [Br:1][C:2]1[CH:3]=[CH:4][C:5]([N:8]([C:9]([O:11][C:12]([CH3:15])([CH3:14])[CH3:13])=[O:10])[CH2:19][C:20]([O:22][CH3:23])=[O:21])=[N:6][CH:7]=1. The yield is 0.500. (7) The reactants are [C:1]([NH:4][C:5]1[CH:13]=[CH:12][CH:11]=[C:10]2[C:6]=1[C:7](=[O:33])[N:8]([CH:15]([C:20]1[CH:25]=[CH:24][C:23]([O:26][CH:27]([F:29])[F:28])=[C:22]([O:30][CH2:31][CH3:32])[CH:21]=1)[CH2:16][C:17]([OH:19])=O)[C:9]2=[O:14])(=[O:3])[CH3:2].C(N1C=CN=C1)(N1C=CN=C1)=O.[NH:46]1[CH2:51][CH2:50][O:49][CH2:48][CH2:47]1.O. The catalyst is O1CCCC1. The product is [F:28][CH:27]([F:29])[O:26][C:23]1[CH:24]=[CH:25][C:20]([CH:15]([N:8]2[C:7](=[O:33])[C:6]3[C:10](=[CH:11][CH:12]=[CH:13][C:5]=3[NH:4][C:1](=[O:3])[CH3:2])[C:9]2=[O:14])[CH2:16][C:17]([N:46]2[CH2:51][CH2:50][O:49][CH2:48][CH2:47]2)=[O:19])=[CH:21][C:22]=1[O:30][CH2:31][CH3:32]. The yield is 0.440.